This data is from Catalyst prediction with 721,799 reactions and 888 catalyst types from USPTO. The task is: Predict which catalyst facilitates the given reaction. (1) Reactant: [Si:1]([O:8][CH:9]1[CH2:14][CH2:13][N:12]([C:15]([O:17][C:18]([CH3:21])([CH3:20])[CH3:19])=[O:16])[CH2:11][CH:10]1[C:22](OC)=[O:23])([C:4]([CH3:7])([CH3:6])[CH3:5])([CH3:3])[CH3:2].[Li+].[BH4-].C(O)(=O)CC(CC(O)=O)(C(O)=O)O. Product: [Si:1]([O:8][CH:9]1[CH2:14][CH2:13][N:12]([C:15]([O:17][C:18]([CH3:21])([CH3:20])[CH3:19])=[O:16])[CH2:11][CH:10]1[CH2:22][OH:23])([C:4]([CH3:7])([CH3:6])[CH3:5])([CH3:3])[CH3:2]. The catalyst class is: 1. (2) Reactant: [CH3:1][CH2:2][O:3][C:4]([C@@H:6]1[CH2:10][C@@H:9](OS(C2C=CC(C)=CC=2)(=O)=O)[CH2:8][N:7]1[C:22]([O:24][C:25]([CH3:28])([CH3:27])[CH3:26])=[O:23])=[O:5].[N-:29]=[N+:30]=[N-:31].[Na+]. Product: [CH3:1][CH2:2][O:3][C:4]([C@@H:6]1[CH2:10][C@H:9]([N:29]=[N+:30]=[N-:31])[CH2:8][N:7]1[C:22]([O:24][C:25]([CH3:28])([CH3:27])[CH3:26])=[O:23])=[O:5]. The catalyst class is: 3.